Dataset: Reaction yield outcomes from USPTO patents with 853,638 reactions. Task: Predict the reaction yield, written as a fraction of the theoretical maximum amount of product (1.0 means a 100% yield; for example, 0.34 means a 34% yield). The reactants are Br[C:2]1[CH:3]=[CH:4][C:5]([F:23])=[C:6]([C@:8]2([CH3:22])[CH2:13][N:12]3[CH:14]=[C:15]([C:17]([F:20])([F:19])[F:18])[N:16]=[C:11]3[C:10]([NH2:21])=[N:9]2)[CH:7]=1.[N-:24]=[N+]=[N-].[Na+].C([O-])([O-])=O.[Na+].[Na+].CNCCNC. The catalyst is C(Cl)Cl.[Cu]I.CS(C)=O. The product is [NH2:24][C:2]1[CH:3]=[CH:4][C:5]([F:23])=[C:6]([C@:8]2([CH3:22])[CH2:13][N:12]3[CH:14]=[C:15]([C:17]([F:20])([F:19])[F:18])[N:16]=[C:11]3[C:10]([NH2:21])=[N:9]2)[CH:7]=1. The yield is 0.450.